Dataset: Peptide-MHC class I binding affinity with 185,985 pairs from IEDB/IMGT. Task: Regression. Given a peptide amino acid sequence and an MHC pseudo amino acid sequence, predict their binding affinity value. This is MHC class I binding data. (1) The peptide sequence is LSLGKGFASL. The MHC is H-2-Kb with pseudo-sequence H-2-Kb. The binding affinity (normalized) is 0.674. (2) The peptide sequence is VETGTTETMPK. The MHC is Mamu-B03 with pseudo-sequence Mamu-B03. The binding affinity (normalized) is 0. (3) The peptide sequence is ATIGTAMYK. The MHC is HLA-A02:06 with pseudo-sequence HLA-A02:06. The binding affinity (normalized) is 0.489. (4) The peptide sequence is LLTEVETYV. The MHC is HLA-A30:01 with pseudo-sequence HLA-A30:01. The binding affinity (normalized) is 0.0847. (5) The peptide sequence is NLKDEQFPV. The MHC is HLA-A02:01 with pseudo-sequence HLA-A02:01. The binding affinity (normalized) is 0.538. (6) The peptide sequence is FKYDSTKPL. The MHC is HLA-A02:16 with pseudo-sequence HLA-A02:16. The binding affinity (normalized) is 0.0847. (7) The peptide sequence is FPQGKAREF. The MHC is HLA-A30:02 with pseudo-sequence HLA-A30:02. The binding affinity (normalized) is 0. (8) The peptide sequence is KQYDSTDFK. The MHC is HLA-A31:01 with pseudo-sequence HLA-A31:01. The binding affinity (normalized) is 0.606. (9) The peptide sequence is SDHLLSEML. The MHC is HLA-B44:02 with pseudo-sequence HLA-B44:02. The binding affinity (normalized) is 0.0572. (10) The peptide sequence is FCIKVLCPY. The MHC is HLA-A26:02 with pseudo-sequence HLA-A26:02. The binding affinity (normalized) is 0.578.